This data is from NCI-60 drug combinations with 297,098 pairs across 59 cell lines. The task is: Regression. Given two drug SMILES strings and cell line genomic features, predict the synergy score measuring deviation from expected non-interaction effect. (1) Synergy scores: CSS=24.4, Synergy_ZIP=-11.4, Synergy_Bliss=-13.3, Synergy_Loewe=-8.73, Synergy_HSA=-6.51. Drug 2: C1=NC2=C(N1)C(=S)N=C(N2)N. Cell line: NCI/ADR-RES. Drug 1: C1=C(C(=O)NC(=O)N1)F. (2) Drug 1: C1=CC(=CC=C1CC(C(=O)O)N)N(CCCl)CCCl.Cl. Drug 2: C1=CN(C(=O)N=C1N)C2C(C(C(O2)CO)O)O.Cl. Cell line: OVCAR-4. Synergy scores: CSS=-3.27, Synergy_ZIP=0.826, Synergy_Bliss=-0.0222, Synergy_Loewe=-5.89, Synergy_HSA=-3.87. (3) Drug 1: CC(CN1CC(=O)NC(=O)C1)N2CC(=O)NC(=O)C2. Drug 2: CC1=C(N=C(N=C1N)C(CC(=O)N)NCC(C(=O)N)N)C(=O)NC(C(C2=CN=CN2)OC3C(C(C(C(O3)CO)O)O)OC4C(C(C(C(O4)CO)O)OC(=O)N)O)C(=O)NC(C)C(C(C)C(=O)NC(C(C)O)C(=O)NCCC5=NC(=CS5)C6=NC(=CS6)C(=O)NCCC[S+](C)C)O. Cell line: SW-620. Synergy scores: CSS=38.5, Synergy_ZIP=-3.01, Synergy_Bliss=2.32, Synergy_Loewe=2.73, Synergy_HSA=2.25. (4) Drug 1: C1=CC(=CC=C1CC(C(=O)O)N)N(CCCl)CCCl.Cl. Drug 2: C1C(C(OC1N2C=NC3=C(N=C(N=C32)Cl)N)CO)O. Cell line: SW-620. Synergy scores: CSS=23.9, Synergy_ZIP=-8.40, Synergy_Bliss=0.400, Synergy_Loewe=-10.7, Synergy_HSA=-0.569. (5) Drug 1: CCC1=CC2CC(C3=C(CN(C2)C1)C4=CC=CC=C4N3)(C5=C(C=C6C(=C5)C78CCN9C7C(C=CC9)(C(C(C8N6C)(C(=O)OC)O)OC(=O)C)CC)OC)C(=O)OC.C(C(C(=O)O)O)(C(=O)O)O. Drug 2: C1=CN(C=N1)CC(O)(P(=O)(O)O)P(=O)(O)O. Cell line: CAKI-1. Synergy scores: CSS=13.6, Synergy_ZIP=-10.0, Synergy_Bliss=-14.8, Synergy_Loewe=-10.6, Synergy_HSA=-10.7.